From a dataset of Reaction yield outcomes from USPTO patents with 853,638 reactions. Predict the reaction yield, written as a fraction of the theoretical maximum amount of product (1.0 means a 100% yield; for example, 0.34 means a 34% yield). (1) The reactants are C([NH:5][S:6]([C:9]1[CH:10]=[C:11]([C:15]2[CH:20]=[CH:19][CH:18]=[C:17]([C:21]3[N:26]=[C:25]([C:27]([F:30])([F:29])[F:28])[CH:24]=[C:23]([C:31]4[CH:36]=[CH:35][C:34]([C:37]([F:40])([F:39])[F:38])=[CH:33][CH:32]=4)[N:22]=3)[CH:16]=2)[CH:12]=[CH:13][CH:14]=1)(=[O:8])=[O:7])(C)(C)C.C(O)(C(F)(F)F)=O. The catalyst is ClCCl. The product is [F:30][C:27]([F:28])([F:29])[C:25]1[CH:24]=[C:23]([C:31]2[CH:32]=[CH:33][C:34]([C:37]([F:40])([F:39])[F:38])=[CH:35][CH:36]=2)[N:22]=[C:21]([C:17]2[CH:16]=[C:15]([C:11]3[CH:12]=[CH:13][CH:14]=[C:9]([S:6]([NH2:5])(=[O:8])=[O:7])[CH:10]=3)[CH:20]=[CH:19][CH:18]=2)[N:26]=1. The yield is 0.900. (2) The reactants are [CH2:1]1[C:9]2[C:4](=[CH:5][CH:6]=[CH:7][CH:8]=2)[CH2:3][CH:2]1[CH:10]([C:12]1[O:13][CH:14]=[CH:15][N:16]=1)[OH:11].[CH3:17][C:18]([Si:21](Cl)([CH3:23])[CH3:22])([CH3:20])[CH3:19].N1C=CN=C1. The catalyst is CN(C=O)C.CCOC(C)=O. The product is [Si:21]([O:11][CH:10]([CH:2]1[CH2:3][C:4]2[C:9](=[CH:8][CH:7]=[CH:6][CH:5]=2)[CH2:1]1)[C:12]1[O:13][CH:14]=[CH:15][N:16]=1)([C:18]([CH3:20])([CH3:19])[CH3:17])([CH3:23])[CH3:22]. The yield is 0.280. (3) The reactants are Br[C:2]1[CH:15]=[CH:14][C:5]([O:6][Si:7]([C:10]([CH3:13])([CH3:12])[CH3:11])([CH3:9])[CH3:8])=[CH:4][CH:3]=1.[CH2:16]([NH:20][CH3:21])[CH:17]([CH3:19])[CH3:18].C(P(C(C)(C)C)C1C=CC=CC=1C1C=CC=CC=1)(C)(C)C.CC(C)([O-])C.[Na+]. The catalyst is C1(C)C=CC=CC=1.C([O-])(=O)C.[Pd+2].C([O-])(=O)C. The product is [CH2:16]([N:20]([CH3:21])[C:2]1[CH:15]=[CH:14][C:5]([O:6][Si:7]([C:10]([CH3:13])([CH3:12])[CH3:11])([CH3:9])[CH3:8])=[CH:4][CH:3]=1)[CH:17]([CH3:19])[CH3:18]. The yield is 0.640. (4) The product is [CH2:1]([O:4][C:5]1([CH3:31])[CH2:6][CH2:7][N:8]([C:11]2[C:12]3[N:13]([N:24]=[C:25]([C:27]([O:29][CH3:30])=[O:28])[CH:26]=3)[CH:14]=[C:15]([CH3:23])[C:16]=2[C@H:17]([OH:22])[C:18]([O:20][CH3:21])=[O:19])[CH2:9][CH2:10]1)[CH:2]=[CH2:3]. The catalyst is C1(C)C=CC=CC=1.CCOC(C)=O.C([O-])([O-])=O.[Na+].[Na+]. The yield is 0.498. The reactants are [CH2:1]([O:4][C:5]1([CH3:31])[CH2:10][CH2:9][N:8]([C:11]2[C:12]3[N:13]([N:24]=[C:25]([C:27]([O:29][CH3:30])=[O:28])[CH:26]=3)[CH:14]=[C:15]([CH3:23])[C:16]=2[C:17](=[O:22])[C:18]([O:20][CH3:21])=[O:19])[CH2:7][CH2:6]1)[CH:2]=[CH2:3].CB1N2CCC[C@@H]2C(C2C=CC=CC=2)(C2C=CC=CC=2)O1.C1(C)C=CC=CC=1. (5) The reactants are C([BH3-])#N.[Na+].[CH:5]([C:7]1[CH:8]=[CH:9][C:10]2[O:14][C:13]([C:15]3[C:16]([CH3:34])=[N:17][CH:18]=[C:19]([C:22]=3[NH:23][C:24]3[C:25]([CH3:33])=[C:26]4[C:30](=[CH:31][CH:32]=3)[NH:29][CH:28]=[CH:27]4)[C:20]#[N:21])=[CH:12][C:11]=2[CH:35]=1)=O.[CH3:36][N:37]1[CH2:42][CH2:41][NH:40][CH2:39][CH2:38]1.C(O)(=O)C. The catalyst is C(O)C.ClCCl.CO. The product is [CH3:34][C:16]1[C:15]([C:13]2[O:14][C:10]3[CH:9]=[CH:8][C:7]([CH2:5][N:40]4[CH2:41][CH2:42][N:37]([CH3:36])[CH2:38][CH2:39]4)=[CH:35][C:11]=3[CH:12]=2)=[C:22]([NH:23][C:24]2[C:25]([CH3:33])=[C:26]3[C:30](=[CH:31][CH:32]=2)[NH:29][CH:28]=[CH:27]3)[C:19]([C:20]#[N:21])=[CH:18][N:17]=1. The yield is 0.540. (6) The reactants are [OH:1][C:2]1[CH:3]=[C:4]([CH:8]=[CH:9][C:10]=1[OH:11])[C:5]([OH:7])=O.[CH3:12][CH2:13][CH2:14][CH:15]([NH2:19])[CH2:16][CH2:17][CH3:18]. No catalyst specified. The product is [CH3:12][CH2:13][CH2:14][CH:15]([NH:19][C:5](=[O:7])[C:4]1[CH:8]=[CH:9][C:10]([OH:11])=[C:2]([OH:1])[CH:3]=1)[CH2:16][CH2:17][CH3:18]. The yield is 0.250. (7) The catalyst is C1C=CC([P]([Pd]([P](C2C=CC=CC=2)(C2C=CC=CC=2)C2C=CC=CC=2)([P](C2C=CC=CC=2)(C2C=CC=CC=2)C2C=CC=CC=2)[P](C2C=CC=CC=2)(C2C=CC=CC=2)C2C=CC=CC=2)(C2C=CC=CC=2)C2C=CC=CC=2)=CC=1.COCCOC. The yield is 0.610. The reactants are [C:1]([O:5][C:6]([NH:8][C:9]1[CH:14]=[CH:13][CH:12]=[CH:11][C:10]=1[NH:15][C:16](=[O:32])[C:17]1[CH:22]=[CH:21][C:20](B2OC(C)(C)C(C)(C)O2)=[CH:19][CH:18]=1)=[O:7])([CH3:4])([CH3:3])[CH3:2].Br[C:34]1[CH:35]=[N:36][C:37]([Cl:40])=[N:38][CH:39]=1.C(=O)([O-])O.[Na+]. The product is [C:1]([O:5][C:6]([NH:8][C:9]1[CH:14]=[CH:13][CH:12]=[CH:11][C:10]=1[NH:15][C:16](=[O:32])[C:17]1[CH:18]=[CH:19][C:20]([C:34]2[CH:35]=[N:36][C:37]([Cl:40])=[N:38][CH:39]=2)=[CH:21][CH:22]=1)=[O:7])([CH3:4])([CH3:2])[CH3:3].